This data is from Forward reaction prediction with 1.9M reactions from USPTO patents (1976-2016). The task is: Predict the product of the given reaction. (1) Given the reactants [NH2:1][C:2]1[CH:3]=[C:4]([CH:8]=[CH:9][C:10]=1[F:11])[C:5]([OH:7])=O.C(N(C(C)C)CC)(C)C.CN(C(ON1N=NC2C=CC=NC1=2)=[N+](C)C)C.F[P-](F)(F)(F)(F)F.[NH2:45][C@@H:46]1[C:54]2[C:49](=[CH:50][C:51]([F:55])=[CH:52][CH:53]=2)[CH2:48][C@@H:47]1[OH:56], predict the reaction product. The product is: [NH2:1][C:2]1[CH:3]=[C:4]([CH:8]=[CH:9][C:10]=1[F:11])[C:5]([NH:45][C@@H:46]1[C:54]2[C:49](=[CH:50][C:51]([F:55])=[CH:52][CH:53]=2)[CH2:48][C@@H:47]1[OH:56])=[O:7]. (2) Given the reactants [CH:1]1([CH2:4][O:5][NH:6][C:7]([C:9]2[C:22]([NH:23][C:24]3[CH:29]=[CH:28][C:27]([Br:30])=[CH:26][C:25]=3[CH3:31])=[C:21]([F:32])[C:12]3[N:13]=[CH:14][N:15]([CH2:16][CH2:17][CH2:18][CH:19]=O)[C:11]=3[CH:10]=2)=[O:8])[CH2:3][CH2:2]1.C1(CONC(C2C=C(F)[C:44]3[N:45]=[C:46]([CH2:48]CCC(O)CO)[NH:47][C:43]=3C=2)=O)CC1.P([O-])([O-])([O-])=O.I([O-])(=O)(=O)=O.[Na+].[C:69](OCC)(=O)C, predict the reaction product. The product is: [CH:1]1([CH2:4][O:5][NH:6][C:7]([C:9]2[C:22]([NH:23][C:24]3[CH:29]=[CH:28][C:27]([Br:30])=[CH:26][C:25]=3[CH3:31])=[C:21]([F:32])[C:12]3[N:13]=[CH:14][N:15]([CH2:16][CH2:17][CH2:18][CH2:19][N:45]4[CH2:44][CH2:43][N:47]([CH3:69])[CH2:46][CH2:48]4)[C:11]=3[CH:10]=2)=[O:8])[CH2:2][CH2:3]1. (3) Given the reactants [Cl:1][C:2]1[C:3]([O:11][CH2:12][CH2:13][CH3:14])=[C:4]([CH:8]=[CH:9][CH:10]=1)[CH2:5]CN.[C:15](Cl)(=[O:18])[CH:16]=[CH2:17].[CH2:20]([N:22](CC)CC)C, predict the reaction product. The product is: [Cl:1][C:2]1[C:3]([O:11][CH2:12][CH2:13][CH3:14])=[C:4]([CH:8]=[CH:9][CH:10]=1)[CH2:5][N:22]([CH3:20])[C:15](=[O:18])[CH:16]=[CH2:17].